From a dataset of Reaction yield outcomes from USPTO patents with 853,638 reactions. Predict the reaction yield, written as a fraction of the theoretical maximum amount of product (1.0 means a 100% yield; for example, 0.34 means a 34% yield). (1) The reactants are Br[C:2]1[CH:7]=[CH:6][C:5]([F:8])=[CH:4][C:3]=1[CH2:9][O:10]COC.C([Li])CCC.[B:19](OC(C)C)(OC(C)C)[O:20]C(C)C.Cl. The yield is 0.600. The product is [F:8][C:5]1[CH:6]=[CH:7][C:2]2[B:19]([OH:20])[O:10][CH2:9][C:3]=2[CH:4]=1. The catalyst is C1COCC1.O. (2) The catalyst is C1(C)C=CC=CC=1. The reactants are [CH2:1]=[C:2]1[O:6][C:4](=[O:5])[CH2:3]1.[Br:7][C:8]1[CH:14]=[CH:13][C:11]([NH2:12])=[C:10]([N+:15]([O-:17])=[O:16])[CH:9]=1.C(N(CC)CC)C. The yield is 0.740. The product is [Br:7][C:8]1[CH:14]=[CH:13][C:11]([NH:12][C:4](=[O:5])[CH2:3][C:2](=[O:6])[CH3:1])=[C:10]([N+:15]([O-:17])=[O:16])[CH:9]=1. (3) The reactants are Cl.[CH:2]([N:5]1[C:14]2[C:9](=[C:10]([CH3:15])[CH:11]=[CH:12][CH:13]=2)[CH:8]=[C:7]([C:16]([NH:18][CH2:19][CH:20]2[CH2:25][CH2:24][NH:23][CH2:22][CH2:21]2)=[O:17])[C:6]1=[O:26])([CH3:4])[CH3:3].Br[CH:28]([CH3:36])[C:29]([O:31][C:32]([CH3:35])([CH3:34])[CH3:33])=[O:30].C(N(CC)CC)C.C(=O)([O-])O.[Na+]. The catalyst is O1CCCC1. The product is [CH:2]([N:5]1[C:14]2[C:9](=[C:10]([CH3:15])[CH:11]=[CH:12][CH:13]=2)[CH:8]=[C:7]([C:16]([NH:18][CH2:19][CH:20]2[CH2:25][CH2:24][N:23]([CH:28]([CH3:36])[C:29]([O:31][C:32]([CH3:35])([CH3:34])[CH3:33])=[O:30])[CH2:22][CH2:21]2)=[O:17])[C:6]1=[O:26])([CH3:4])[CH3:3]. The yield is 0.650. (4) The reactants are Cl[CH2:2][C:3]1[CH:8]=[CH:7][C:6]([C:9]2[C:10]([NH:15][S:16]([C:19]3[CH:24]=[CH:23][CH:22]=[CH:21][C:20]=3[C:25]([F:28])([F:27])[F:26])(=[O:18])=[O:17])=[N:11][CH:12]=[CH:13][N:14]=2)=[CH:5][CH:4]=1.[O:29]1[C:34]2[CH:35]=[CH:36][CH:37]=[CH:38][C:33]=2[NH:32][CH2:31][CH2:30]1. No catalyst specified. The product is [O:29]1[C:34]2[CH:35]=[CH:36][CH:37]=[CH:38][C:33]=2[N:32]([CH2:2][C:3]2[CH:8]=[CH:7][C:6]([C:9]3[C:10]([NH:15][S:16]([C:19]4[CH:24]=[CH:23][CH:22]=[CH:21][C:20]=4[C:25]([F:28])([F:27])[F:26])(=[O:18])=[O:17])=[N:11][CH:12]=[CH:13][N:14]=3)=[CH:5][CH:4]=2)[CH2:31][CH2:30]1. The yield is 0.650.